From a dataset of Catalyst prediction with 721,799 reactions and 888 catalyst types from USPTO. Predict which catalyst facilitates the given reaction. (1) Reactant: [Cl:1][C:2]1[CH:7]=[CH:6][C:5]([O:8][C:9]2[CH:10]=[C:11]([CH:14]=[CH:15][CH:16]=2)[C:12]#[N:13])=[CH:4][CH:3]=1.C1COCC1.[H-].[Al+3].[Li+].[H-].[H-].[H-].[OH-].[Na+]. Product: [Cl:1][C:2]1[CH:7]=[CH:6][C:5]([O:8][C:9]2[CH:10]=[C:11]([CH:14]=[CH:15][CH:16]=2)[CH2:12][NH2:13])=[CH:4][CH:3]=1. The catalyst class is: 97. (2) The catalyst class is: 2. Product: [Cl:20][C:21]([N:4]1[CH2:5][CH2:6][N:1]([C:7]([O:9][C:10]([CH3:13])([CH3:12])[CH3:11])=[O:8])[CH2:2][CH2:3]1)=[O:23]. Reactant: [N:1]1([C:7]([O:9][C:10]([CH3:13])([CH3:12])[CH3:11])=[O:8])[CH2:6][CH2:5][NH:4][CH2:3][CH2:2]1.N1C=CC=CC=1.[Cl:20][C:21](Cl)([O:23]C(=O)OC(Cl)(Cl)Cl)Cl. (3) Reactant: [CH2:1]([NH:8][C:9]([C:11]1[S:15][C:14]([C:16]#[N:17])=[N:13][C:12]=1[CH3:18])=[O:10])[C:2]1[CH:7]=[CH:6][CH:5]=[CH:4][CH:3]=1.Cl.[NH2:20][OH:21].C(N(CC)CC)C. Product: [CH2:1]([NH:8][C:9]([C:11]1[S:15][C:14]([C:16](=[N:20][OH:21])[NH2:17])=[N:13][C:12]=1[CH3:18])=[O:10])[C:2]1[CH:3]=[CH:4][CH:5]=[CH:6][CH:7]=1. The catalyst class is: 8. (4) The catalyst class is: 12. Product: [Br:1][C:2]1[CH:3]=[C:4]([C:7]2[N:13]([CH2:14][C:15]3[CH:20]=[CH:19][C:18]([F:21])=[CH:17][C:16]=3[F:22])[C:11](=[O:12])[C:10]3[C:9]([CH:8]=2)=[CH:26][CH:25]=[CH:24][C:23]=3[Cl:27])[O:5][CH:6]=1. Reactant: [Br:1][C:2]1[CH:3]=[C:4]([C:7](=O)[CH2:8][C:9]2[CH:26]=[CH:25][CH:24]=[C:23]([Cl:27])[C:10]=2[C:11]([NH:13][CH2:14][C:15]2[CH:20]=[CH:19][C:18]([F:21])=[CH:17][C:16]=2[F:22])=[O:12])[O:5][CH:6]=1.O.C1(C)C=CC(S(O)(=O)=O)=CC=1.CCN(CC)CC. (5) Reactant: Br[C:2]1[CH:7]=[CH:6][C:5]([N:8]2[CH2:12][CH2:11][C:10]3([CH2:17][CH2:16][CH2:15][CH2:14][CH2:13]3)[C:9]2=[O:18])=[C:4]([F:19])[CH:3]=1.[CH3:20][C@H:21]1[CH2:25][CH2:24][CH2:23][N:22]1[C@H:26]1[CH2:30][CH2:29][NH:28][CH2:27]1.CC(C)([O-])C.[Na+]. Product: [F:19][C:4]1[CH:3]=[C:2]([N:28]2[CH2:29][CH2:30][C@H:26]([N:22]3[CH2:23][CH2:24][CH2:25][C@@H:21]3[CH3:20])[CH2:27]2)[CH:7]=[CH:6][C:5]=1[N:8]1[CH2:12][CH2:11][C:10]2([CH2:17][CH2:16][CH2:15][CH2:14][CH2:13]2)[C:9]1=[O:18]. The catalyst class is: 187. (6) Reactant: [CH:1]1([N:6]2[CH2:12][C:11]([F:14])([F:13])[C:10](=[O:15])[N:9]([CH3:16])[C:8]3[CH:17]=[N:18][C:19]([NH:21][C:22]4[CH:30]=[CH:29][C:25]([C:26](O)=[O:27])=[CH:24][C:23]=4[O:31][CH2:32][CH3:33])=[N:20][C:7]2=3)[CH2:5][CH2:4][CH2:3][CH2:2]1.ON1C2C=CC=CC=2N=N1.F[P-](F)(F)(F)(F)F.CN(C(N(C)C)=[N+]1C2C=CC=CC=2[N+]([O-])=N1)C.C(N(C(C)C)CC)(C)C.[NH2:77][CH:78]1[CH2:83][CH2:82][N:81]([CH2:84][CH3:85])[CH2:80][CH2:79]1. Product: [CH:1]1([N:6]2[CH2:12][C:11]([F:14])([F:13])[C:10](=[O:15])[N:9]([CH3:16])[C:8]3[CH:17]=[N:18][C:19]([NH:21][C:22]4[CH:30]=[CH:29][C:25]([C:26]([NH:77][CH:78]5[CH2:83][CH2:82][N:81]([CH2:84][CH3:85])[CH2:80][CH2:79]5)=[O:27])=[CH:24][C:23]=4[O:31][CH2:32][CH3:33])=[N:20][C:7]2=3)[CH2:5][CH2:4][CH2:3][CH2:2]1. The catalyst class is: 9.